This data is from Reaction yield outcomes from USPTO patents with 853,638 reactions. The task is: Predict the reaction yield, written as a fraction of the theoretical maximum amount of product (1.0 means a 100% yield; for example, 0.34 means a 34% yield). (1) The reactants are Cl.O1CCOCC1.C(OC([N:15]1[CH2:20][CH2:19][C:18]([C:23]2[CH:28]=[CH:27][CH:26]=[CH:25][C:24]=2[Cl:29])([C:21]#[N:22])[CH2:17][CH2:16]1)=O)(C)(C)C. No catalyst specified. The product is [ClH:29].[Cl:29][C:24]1[CH:25]=[CH:26][CH:27]=[CH:28][C:23]=1[C:18]1([C:21]#[N:22])[CH2:17][CH2:16][NH:15][CH2:20][CH2:19]1. The yield is 1.00. (2) The reactants are [C:1]([O:5][C:6](=[O:36])[NH:7][C:8]1([C:12]2[CH:17]=[CH:16][C:15]([C:18]3[C:27](=[O:28])[C:26]4[C:21](=[CH:22][CH:23]=[C:24]([F:29])[CH:25]=4)[O:20][C:19]=3[C:30]3[CH:35]=[CH:34][CH:33]=[CH:32][CH:31]=3)=[CH:14][CH:13]=2)[CH2:11][CH2:10][CH2:9]1)([CH3:4])([CH3:3])[CH3:2].FC1C=CC=C2C=1OC(C1C=CC=CC=1)=C(I)C2=O. No catalyst specified. The product is [C:1]([O:5][C:6](=[O:36])[NH:7][C:8]1([C:12]2[CH:17]=[CH:16][C:15]([C:18]3[C:27](=[O:28])[C:26]4[C:25](=[C:24]([F:29])[CH:23]=[CH:22][CH:21]=4)[O:20][C:19]=3[C:30]3[CH:35]=[CH:34][CH:33]=[CH:32][CH:31]=3)=[CH:14][CH:13]=2)[CH2:9][CH2:10][CH2:11]1)([CH3:2])([CH3:4])[CH3:3]. The yield is 0.490. (3) The reactants are Cl[C:2]1[CH:3]=[CH:4][C:5]2[O:14][CH2:13][CH2:12][C:11]3[CH:10]=[C:9]([C:15]4[N:16]([C:20]5[CH:25]=[CH:24][C:23]([F:26])=[CH:22][C:21]=5[F:27])[N:17]=[CH:18][N:19]=4)[S:8][C:7]=3[C:6]=2[N:28]=1.[O:29]1[CH2:34][CH2:33][CH:32]([NH2:35])[CH2:31][CH2:30]1.CC(C1C=C(C(C)C)C(C2C=CC=CC=2P(C2CCCCC2)C2CCCCC2)=C(C(C)C)C=1)C.CC(C)([O-])C. The catalyst is O1CCOCC1.CC([O-])=O.CC([O-])=O.[Pd+2]. The product is [F:27][C:21]1[CH:22]=[C:23]([F:26])[CH:24]=[CH:25][C:20]=1[N:16]1[C:15]([C:9]2[S:8][C:7]3[C:6]4[N:28]=[C:2]([NH:35][CH:32]5[CH2:33][CH2:34][O:29][CH2:30][CH2:31]5)[CH:3]=[CH:4][C:5]=4[O:14][CH2:13][CH2:12][C:11]=3[CH:10]=2)=[N:19][CH:18]=[N:17]1. The yield is 0.290.